From a dataset of Forward reaction prediction with 1.9M reactions from USPTO patents (1976-2016). Predict the product of the given reaction. Given the reactants [CH3:1][C:2]1[N:23]([CH3:24])[C:5]2[CH:6]=[C:7]([C:20]([OH:22])=O)[C:8]3[CH2:9][CH2:10][CH:11]([C:14]4[CH:19]=[CH:18][CH:17]=[CH:16][CH:15]=4)[NH:12][C:13]=3[C:4]=2[N:3]=1.C[N:26](C)C=O, predict the reaction product. The product is: [CH3:1][C:2]1[N:23]([CH3:24])[C:5]2[CH:6]=[C:7]([C:20]([NH2:26])=[O:22])[C:8]3[CH2:9][CH2:10][CH:11]([C:14]4[CH:19]=[CH:18][CH:17]=[CH:16][CH:15]=4)[NH:12][C:13]=3[C:4]=2[N:3]=1.